This data is from Catalyst prediction with 721,799 reactions and 888 catalyst types from USPTO. The task is: Predict which catalyst facilitates the given reaction. Reactant: [C:1]1([C:16]2[CH:21]=[CH:20][CH:19]=[CH:18][CH:17]=2)[CH:6]=[CH:5][C:4]([CH2:7][C:8]([C:10]2[CH:15]=[CH:14][CH:13]=[CH:12][CH:11]=2)=O)=[CH:3][CH:2]=1.[CH2:22]([O:24][C:25]1[CH:26]=[C:27]([CH:30]=[C:31]([N+:34]([O-:36])=[O:35])[C:32]=1[OH:33])[CH:28]=O)[CH3:23].[NH2:37][C:38]([NH2:40])=[O:39].Cl. Product: [C:1]1([C:16]2[CH:21]=[CH:20][CH:19]=[CH:18][CH:17]=2)[CH:6]=[CH:5][C:4]([C:7]2[CH:28]([C:27]3[CH:30]=[C:31]([N+:34]([O-:36])=[O:35])[C:32]([OH:33])=[C:25]([O:24][CH2:22][CH3:23])[CH:26]=3)[NH:37][C:38](=[O:39])[NH:40][C:8]=2[C:10]2[CH:15]=[CH:14][CH:13]=[CH:12][CH:11]=2)=[CH:3][CH:2]=1. The catalyst class is: 8.